From a dataset of Reaction yield outcomes from USPTO patents with 853,638 reactions. Predict the reaction yield, written as a fraction of the theoretical maximum amount of product (1.0 means a 100% yield; for example, 0.34 means a 34% yield). The reactants are [Br:1][C:2]1[CH:3]=[C:4]2[C:9](=[CH:10][CH:11]=1)[N:8]=[CH:7][NH:6][C:5]2=O.O=P(Cl)(Cl)[Cl:15]. No catalyst specified. The product is [Br:1][C:2]1[CH:3]=[C:4]2[C:9](=[CH:10][CH:11]=1)[N:8]=[CH:7][N:6]=[C:5]2[Cl:15]. The yield is 0.950.